This data is from Forward reaction prediction with 1.9M reactions from USPTO patents (1976-2016). The task is: Predict the product of the given reaction. (1) Given the reactants [I:1][C:2]1[CH:3]=[C:4]([C:8](=O)[CH2:9][CH2:10][CH2:11][CH2:12][N:13]2[CH2:18][CH2:17][CH:16]([C:19]3[CH:20]=[C:21]([NH:25][C:26](=[O:30])[CH:27]([CH3:29])[CH3:28])[CH:22]=[CH:23][CH:24]=3)[CH2:15][CH2:14]2)[CH:5]=[CH:6][CH:7]=1.[CH3:32][N:33]([C:35]1[CH:40]=[CH:39][CH:38]=[CH:37][CH:36]=1)N, predict the reaction product. The product is: [I:1][C:2]1[CH:3]=[C:4]([C:8]2[N:33]([CH3:32])[C:35]3[C:40]([C:9]=2[CH2:10][CH2:11][CH2:12][N:13]2[CH2:18][CH2:17][CH:16]([C:19]4[CH:20]=[C:21]([NH:25][C:26](=[O:30])[CH:27]([CH3:29])[CH3:28])[CH:22]=[CH:23][CH:24]=4)[CH2:15][CH2:14]2)=[CH:39][CH:38]=[CH:37][CH:36]=3)[CH:5]=[CH:6][CH:7]=1. (2) The product is: [CH2:15]([N:12]1[CH:13]=[C:9]([C:3]2[CH:4]=[CH:5][CH:6]=[CH:7][CH:8]=2)[N:10]=[CH:11]1)[CH2:16][CH2:17][CH3:18]. Given the reactants [H-].[Na+].[C:3]1([C:9]2[N:10]=[CH:11][NH:12][CH:13]=2)[CH:8]=[CH:7][CH:6]=[CH:5][CH:4]=1.I[CH2:15][CH2:16][CH2:17][CH3:18], predict the reaction product.